Dataset: Forward reaction prediction with 1.9M reactions from USPTO patents (1976-2016). Task: Predict the product of the given reaction. Given the reactants [C:1]([O:5][CH:6]([C:11]1[C:12]([C:25]2[CH:30]=[CH:29][CH:28]=[CH:27][CH:26]=2)=[C:13]2[C:20]([CH3:21])=[C:19]([CH3:22])[N:18]([CH2:23][CH3:24])[C:14]2=[N:15][C:16]=1[CH3:17])[C:7]([O:9][CH3:10])=[O:8])([CH3:4])([CH3:3])[CH3:2].[C:31](C1C=CC(B(O)O)=CC=1)#[N:32].C(=O)(O)[O-].[Na+], predict the reaction product. The product is: [C:1]([O:5][CH:6]([C:11]1[C:12]([C:25]2[CH:30]=[CH:29][C:28]([C:31]#[N:32])=[CH:27][CH:26]=2)=[C:13]2[C:20]([CH3:21])=[C:19]([CH3:22])[N:18]([CH2:23][CH3:24])[C:14]2=[N:15][C:16]=1[CH3:17])[C:7]([O:9][CH3:10])=[O:8])([CH3:2])([CH3:3])[CH3:4].